Dataset: Peptide-MHC class II binding affinity with 134,281 pairs from IEDB. Task: Regression. Given a peptide amino acid sequence and an MHC pseudo amino acid sequence, predict their binding affinity value. This is MHC class II binding data. The peptide sequence is SQELELSWNLNGLQAY. The MHC is DRB1_0802 with pseudo-sequence DRB1_0802. The binding affinity (normalized) is 0.428.